From a dataset of Full USPTO retrosynthesis dataset with 1.9M reactions from patents (1976-2016). Predict the reactants needed to synthesize the given product. (1) Given the product [NH2:1][C:2]1[O:9][C:8]([C:7]2[CH:12]=[CH:13][C:14]([OH:17])=[C:15]([CH3:16])[C:6]=2[CH2:4][CH3:5])=[N:10][N:11]=1, predict the reactants needed to synthesize it. The reactants are: [N:1]#[C:2]Br.[CH2:4]([C:6]1[C:15]([CH3:16])=[C:14]([OH:17])[CH:13]=[CH:12][C:7]=1[C:8]([NH:10][NH2:11])=[O:9])[CH3:5].C(=O)([O-])O.[Na+].CN(C=O)C. (2) The reactants are: [F:1][C:2]1[CH:3]=[C:4]([C@@H:9]2[CH2:14][S:13][CH2:12][C:11](=[O:15])[N:10]2[CH2:16][C:17]([O:19][CH2:20][C:21]2[CH:26]=[CH:25][CH:24]=[CH:23][CH:22]=2)=[O:18])[CH:5]=[C:6]([F:8])[CH:7]=1.C[OH:28]. Given the product [F:1][C:2]1[CH:3]=[C:4]([C@@H:9]2[CH2:14][S:13](=[O:28])[CH2:12][C:11](=[O:15])[N:10]2[CH2:16][C:17]([O:19][CH2:20][C:21]2[CH:26]=[CH:25][CH:24]=[CH:23][CH:22]=2)=[O:18])[CH:5]=[C:6]([F:8])[CH:7]=1, predict the reactants needed to synthesize it. (3) Given the product [C:1]([CH:5]1[N:14]2[C:9](=[CH:10][C:11](=[O:20])[C:12]([C:15]([OH:17])=[O:16])=[CH:13]2)[C:8]2[CH:21]=[C:22]([O:34][CH3:35])[C:23]([O:25][CH2:26][CH2:27][CH2:28][C:29]([OH:31])=[O:30])=[CH:24][C:7]=2[CH2:6]1)([CH3:4])([CH3:2])[CH3:3], predict the reactants needed to synthesize it. The reactants are: [C:1]([CH:5]1[N:14]2[C:9](=[CH:10][C:11](=[O:20])[C:12]([C:15]([O:17]CC)=[O:16])=[CH:13]2)[C:8]2[CH:21]=[C:22]([O:34][CH3:35])[C:23]([O:25][CH2:26][CH2:27][CH2:28][C:29]([O:31]CC)=[O:30])=[CH:24][C:7]=2[CH2:6]1)([CH3:4])([CH3:3])[CH3:2].[OH-].[Na+].Cl. (4) Given the product [NH2:14][C:9]1[CH:10]=[CH:11][CH:12]=[C:13]2[C:8]=1[C:7](=[O:17])[C:6]1([NH:18][C:19]([C:21]3[C:22]4[N:23]([N:27]=[N:28][N:29]=4)[CH:24]=[CH:25][CH:26]=3)=[O:20])[C:5]3[CH:30]=[CH:31][C:32]([CH:34]([CH3:36])[CH3:35])=[CH:33][C:4]=3[O:3][C:2]12[OH:1], predict the reactants needed to synthesize it. The reactants are: [OH:1][C:2]12[C:13]3[C:8](=[C:9]([N+:14]([O-])=O)[CH:10]=[CH:11][CH:12]=3)[C:7](=[O:17])[C:6]1([NH:18][C:19]([C:21]1[C:22]3[N:23]([N:27]=[N:28][N:29]=3)[CH:24]=[CH:25][CH:26]=1)=[O:20])[C:5]1[CH:30]=[CH:31][C:32]([CH:34]([CH3:36])[CH3:35])=[CH:33][C:4]=1[O:3]2.C(O)C. (5) The reactants are: [CH:1]1([NH:4][C:5]2[C:14]3[C:9](=[CH:10][C:11]([O:17][CH2:18][C:19]4[CH:20]=[C:21]([S:25]([CH2:33][CH3:34])(=[N:27]C(OCC)=O)=[O:26])[CH:22]=[CH:23][CH:24]=4)=[C:12]([O:15][CH3:16])[CH:13]=3)[N:8]=[CH:7][N:6]=2)[CH2:3][CH2:2]1.ClCCl.CO. Given the product [CH:1]1([NH:4][C:5]2[C:14]3[C:9](=[CH:10][C:11]([O:17][CH2:18][C:19]4[CH:20]=[C:21]([S:25]([CH2:33][CH3:34])(=[NH:27])=[O:26])[CH:22]=[CH:23][CH:24]=4)=[C:12]([O:15][CH3:16])[CH:13]=3)[N:8]=[CH:7][N:6]=2)[CH2:3][CH2:2]1, predict the reactants needed to synthesize it. (6) Given the product [CH2:1]([N:3]([CH2:16][C@H:17]1[CH2:18][CH2:19][C@H:20]([CH2:23][C:24]([O:26][CH2:27][CH3:28])=[O:25])[CH2:21][CH2:22]1)[C:4]1[CH:9]=[CH:8][C:7]([C:10]([F:11])([F:12])[F:13])=[CH:6][C:5]=1[CH2:14][OH:15])[CH3:2], predict the reactants needed to synthesize it. The reactants are: [CH2:1]([N:3]([CH2:16][C@H:17]1[CH2:22][CH2:21][C@H:20]([CH2:23][C:24]([O:26][CH2:27][CH3:28])=[O:25])[CH2:19][CH2:18]1)[C:4]1[CH:9]=[CH:8][C:7]([C:10]([F:13])([F:12])[F:11])=[CH:6][C:5]=1[CH:14]=[O:15])[CH3:2].[BH4-].[Na+].